The task is: Regression. Given two drug SMILES strings and cell line genomic features, predict the synergy score measuring deviation from expected non-interaction effect.. This data is from NCI-60 drug combinations with 297,098 pairs across 59 cell lines. (1) Drug 1: C1=CN(C=N1)CC(O)(P(=O)(O)O)P(=O)(O)O. Drug 2: CC(C)(C#N)C1=CC(=CC(=C1)CN2C=NC=N2)C(C)(C)C#N. Cell line: HT29. Synergy scores: CSS=-8.28, Synergy_ZIP=0.899, Synergy_Bliss=-3.21, Synergy_Loewe=-7.72, Synergy_HSA=-5.42. (2) Drug 1: C1=CC(=CC=C1CC(C(=O)O)N)N(CCCl)CCCl.Cl. Drug 2: C1=CC(=CC=C1C#N)C(C2=CC=C(C=C2)C#N)N3C=NC=N3. Cell line: IGROV1. Synergy scores: CSS=14.0, Synergy_ZIP=-7.08, Synergy_Bliss=-5.34, Synergy_Loewe=-8.37, Synergy_HSA=-4.13. (3) Synergy scores: CSS=33.0, Synergy_ZIP=-0.846, Synergy_Bliss=-1.35, Synergy_Loewe=0.0192, Synergy_HSA=0.0228. Drug 2: C#CCC(CC1=CN=C2C(=N1)C(=NC(=N2)N)N)C3=CC=C(C=C3)C(=O)NC(CCC(=O)O)C(=O)O. Drug 1: COC1=C(C=C2C(=C1)N=CN=C2NC3=CC(=C(C=C3)F)Cl)OCCCN4CCOCC4. Cell line: DU-145. (4) Drug 1: CC(CN1CC(=O)NC(=O)C1)N2CC(=O)NC(=O)C2. Drug 2: C(CC(=O)O)C(=O)CN.Cl. Cell line: ACHN. Synergy scores: CSS=40.1, Synergy_ZIP=3.45, Synergy_Bliss=5.66, Synergy_Loewe=-6.86, Synergy_HSA=5.55. (5) Drug 1: C(=O)(N)NO. Drug 2: B(C(CC(C)C)NC(=O)C(CC1=CC=CC=C1)NC(=O)C2=NC=CN=C2)(O)O. Cell line: UACC-257. Synergy scores: CSS=25.0, Synergy_ZIP=0.502, Synergy_Bliss=-1.68, Synergy_Loewe=-50.1, Synergy_HSA=0.448. (6) Drug 1: C1CCC(C1)C(CC#N)N2C=C(C=N2)C3=C4C=CNC4=NC=N3. Drug 2: CC1=C(C(=O)C2=C(C1=O)N3CC4C(C3(C2COC(=O)N)OC)N4)N. Cell line: SNB-19. Synergy scores: CSS=49.5, Synergy_ZIP=11.8, Synergy_Bliss=8.06, Synergy_Loewe=-16.8, Synergy_HSA=5.87. (7) Drug 2: C(=O)(N)NO. Synergy scores: CSS=42.6, Synergy_ZIP=-1.17, Synergy_Bliss=-2.47, Synergy_Loewe=-47.8, Synergy_HSA=-4.54. Cell line: DU-145. Drug 1: C1=CN(C(=O)N=C1N)C2C(C(C(O2)CO)O)O.Cl. (8) Drug 1: CCCS(=O)(=O)NC1=C(C(=C(C=C1)F)C(=O)C2=CNC3=C2C=C(C=N3)C4=CC=C(C=C4)Cl)F. Drug 2: CC1=CC2C(CCC3(C2CCC3(C(=O)C)OC(=O)C)C)C4(C1=CC(=O)CC4)C. Cell line: BT-549. Synergy scores: CSS=-0.316, Synergy_ZIP=1.69, Synergy_Bliss=5.09, Synergy_Loewe=0.734, Synergy_HSA=1.92. (9) Drug 1: C1CCC(CC1)NC(=O)N(CCCl)N=O. Drug 2: CC1C(C(CC(O1)OC2CC(CC3=C2C(=C4C(=C3O)C(=O)C5=CC=CC=C5C4=O)O)(C(=O)C)O)N)O. Cell line: HCC-2998. Synergy scores: CSS=61.3, Synergy_ZIP=-4.51, Synergy_Bliss=-0.429, Synergy_Loewe=-22.8, Synergy_HSA=0.116. (10) Drug 1: COC1=CC(=CC(=C1O)OC)C2C3C(COC3=O)C(C4=CC5=C(C=C24)OCO5)OC6C(C(C7C(O6)COC(O7)C8=CC=CS8)O)O. Drug 2: CC12CCC3C(C1CCC2O)C(CC4=C3C=CC(=C4)O)CCCCCCCCCS(=O)CCCC(C(F)(F)F)(F)F. Cell line: NCI-H522. Synergy scores: CSS=30.7, Synergy_ZIP=-10.3, Synergy_Bliss=-3.52, Synergy_Loewe=-6.62, Synergy_HSA=-1.03.